Task: Binary Classification. Given a drug SMILES string, predict its activity (active/inactive) in a high-throughput screening assay against a specified biological target.. Dataset: HIV replication inhibition screening data with 41,000+ compounds from the AIDS Antiviral Screen The compound is Cc1cc(C)c2nccc(NCCCN(C)C)c2c1[N+](=O)[O-].Cl. The result is 0 (inactive).